This data is from Forward reaction prediction with 1.9M reactions from USPTO patents (1976-2016). The task is: Predict the product of the given reaction. Given the reactants [Si]([O:8][C@@H:9]([CH3:33])[C@@H:10]([NH:22][C:23]1[CH:30]=[CH:29][C:26]([C:27]#[N:28])=[C:25]([Cl:31])[C:24]=1[CH3:32])[C:11]1[S:12][C:13]([C:16]2[CH:21]=[CH:20][CH:19]=[CH:18][CH:17]=2)=[N:14][N:15]=1)(C(C)(C)C)(C)C.[F-].C([N+](CCCC)(CCCC)CCCC)CCC, predict the reaction product. The product is: [Cl:31][C:25]1[C:24]([CH3:32])=[C:23]([NH:22][C@@H:10]([C:11]2[S:12][C:13]([C:16]3[CH:21]=[CH:20][CH:19]=[CH:18][CH:17]=3)=[N:14][N:15]=2)[C@@H:9]([OH:8])[CH3:33])[CH:30]=[CH:29][C:26]=1[C:27]#[N:28].